Dataset: NCI-60 drug combinations with 297,098 pairs across 59 cell lines. Task: Regression. Given two drug SMILES strings and cell line genomic features, predict the synergy score measuring deviation from expected non-interaction effect. Drug 1: CN1C(=O)N2C=NC(=C2N=N1)C(=O)N. Drug 2: COC1=NC(=NC2=C1N=CN2C3C(C(C(O3)CO)O)O)N. Cell line: SF-295. Synergy scores: CSS=-2.35, Synergy_ZIP=-5.54, Synergy_Bliss=-15.3, Synergy_Loewe=-16.8, Synergy_HSA=-17.5.